The task is: Predict the reactants needed to synthesize the given product.. This data is from Full USPTO retrosynthesis dataset with 1.9M reactions from patents (1976-2016). Given the product [OH:11][CH2:10][C:5]1[C:4]([CH3:12])=[C:3]([OH:2])[C:8]([CH3:9])=[CH:7][N:6]=1, predict the reactants needed to synthesize it. The reactants are: C[O:2][C:3]1[C:8]([CH3:9])=[CH:7][N:6]=[C:5]([CH2:10][OH:11])[C:4]=1[CH3:12].[Cl-].[Li+].[OH-].[Na+].